From a dataset of Full USPTO retrosynthesis dataset with 1.9M reactions from patents (1976-2016). Predict the reactants needed to synthesize the given product. (1) Given the product [CH2:14]([O:13][C:12]1[C:11](=[O:21])[N:10]=[C:9]([CH2:22][C:23]2([C:28]3[C:37]4[C:32](=[CH:33][CH:34]=[CH:35][CH:36]=4)[CH:31]=[CH:30][CH:29]=3)[CH2:27][CH2:26][CH2:25][CH2:24]2)[N:8]2[CH2:2][CH2:3][NH:4][C:5](=[O:6])[C:7]=12)[C:15]1[CH:16]=[CH:17][CH:18]=[CH:19][CH:20]=1, predict the reactants needed to synthesize it. The reactants are: O[CH2:2][CH2:3][NH:4][C:5]([C:7]1[C:12]([O:13][CH2:14][C:15]2[CH:20]=[CH:19][CH:18]=[CH:17][CH:16]=2)=[C:11]([OH:21])[N:10]=[C:9]([CH2:22][C:23]2([C:28]3[C:37]4[C:32](=[CH:33][CH:34]=[CH:35][CH:36]=4)[CH:31]=[CH:30][CH:29]=3)[CH2:27][CH2:26][CH2:25][CH2:24]2)[N:8]=1)=[O:6].N(C(OC(C)C)=O)=NC(OC(C)C)=O.C1(P(C2C=CC=CC=2)C2C=CC=CC=2)C=CC=CC=1.C(OCC)(=O)C. (2) Given the product [ClH:1].[NH2:8][C@@H:9]([CH2:14][CH2:15][CH2:16][CH2:17][CH3:18])[CH2:10][C:11]([O:13][CH2:3][CH3:4])=[O:12], predict the reactants needed to synthesize it. The reactants are: [ClH:1].O1CCO[CH2:4][CH2:3]1.[NH2:8][C@@H:9]([CH2:14][CH2:15][CH2:16][CH2:17][CH3:18])[CH2:10][C:11]([OH:13])=[O:12]. (3) Given the product [CH3:43][CH2:42][NH:44][C:14]([CH2:13][CH2:12][CH2:11]/[CH:10]=[CH:9]\[CH2:8][C@@H:4]1[C@@H:3](/[CH:17]=[CH:18]/[C@@H:19]([OH:28])[CH2:20][CH2:21][C:22]2[CH:27]=[CH:26][CH:25]=[CH:24][CH:23]=2)[C@H:2]([OH:1])[CH2:6][C@@H:5]1[OH:7])=[O:15], predict the reactants needed to synthesize it. The reactants are: [OH:1][C@@H:2]1[CH2:6][C@H:5]([OH:7])[C@H:4]([CH2:8]/[CH:9]=[CH:10]\[CH2:11][CH2:12][CH2:13][C:14](O)=[O:15])[C@H:3]1[CH:17]=[CH:18][C@H:19]([OH:28])[CH2:20][CH2:21][C:22]1[CH:27]=[CH:26][CH:25]=[CH:24][CH:23]=1.C(N(CC)CC)C.ClC(OCC)=O.[CH2:42]([NH2:44])[CH3:43]. (4) Given the product [N:11]1[CH:12]=[CH:13][C:8]([C:7]([C:4]2[S:5][CH:6]=[C:2]([C:23]3[CH:24]=[CH:25][N:20]=[CH:21][CH:22]=3)[C:3]=2[C:15]([O:17][CH2:18][CH3:19])=[O:16])=[O:14])=[CH:9][CH:10]=1, predict the reactants needed to synthesize it. The reactants are: Br[C:2]1[C:3]([C:15]([O:17][CH2:18][CH3:19])=[O:16])=[C:4]([C:7](=[O:14])[C:8]2[CH:13]=[CH:12][N:11]=[CH:10][CH:9]=2)[S:5][CH:6]=1.[N:20]1[CH:25]=[CH:24][C:23](B(O)O)=[CH:22][CH:21]=1.C([O-])([O-])=O.[Na+].[Na+]. (5) Given the product [F:9][C:8]1[CH:7]=[CH:6][C:5]([C:14]([CH3:16])=[CH2:15])=[CH:4][C:3]=1[C:1]#[N:2], predict the reactants needed to synthesize it. The reactants are: [C:1]([C:3]1[CH:4]=[C:5](B(O)O)[CH:6]=[CH:7][C:8]=1[F:9])#[N:2].Br[C:14]([CH3:16])=[CH2:15].